This data is from Reaction yield outcomes from USPTO patents with 853,638 reactions. The task is: Predict the reaction yield, written as a fraction of the theoretical maximum amount of product (1.0 means a 100% yield; for example, 0.34 means a 34% yield). (1) The reactants are [N+:1]([C:4]1[CH:9]=[CH:8][C:7]([C:10](=[CH2:15])[C:11](OC)=[O:12])=[CH:6][CH:5]=1)([O-:3])=[O:2].CC(C[AlH]CC(C)C)C. The catalyst is CCOCC. The product is [N+:1]([C:4]1[CH:5]=[CH:6][C:7]([C:10](=[CH2:15])[CH2:11][OH:12])=[CH:8][CH:9]=1)([O-:3])=[O:2]. The yield is 0.430. (2) The reactants are [CH3:1][O:2][C:3]1[CH:8]=[CH:7][C:6]([N+:9]([O-:11])=[O:10])=[CH:5][C:4]=1[OH:12].C(N(CC)CC)C.[C:20](Cl)(=[O:25])[C:21]([CH3:24])([CH3:23])[CH3:22].Cl. The catalyst is ClCCl.CN(C)C1C=CN=CC=1. The product is [CH3:22][C:21]([CH3:24])([CH3:23])[C:20]([O:12][C:4]1[CH:5]=[C:6]([N+:9]([O-:11])=[O:10])[CH:7]=[CH:8][C:3]=1[O:2][CH3:1])=[O:25]. The yield is 0.870. (3) The product is [C:19]1([C:22]2[CH:23]=[CH:24][CH:25]=[CH:26][CH:27]=2)[CH:18]=[CH:17][C:16]([C:14]([NH:13][C@@H:5]([C:4]([OH:28])=[O:3])[CH2:6][CH2:7][C:8]([OH:10])=[O:9])=[O:15])=[CH:21][CH:20]=1. The reactants are C([O:3][C:4](=[O:28])[CH:5]([NH:13][C:14]([C:16]1[CH:21]=[CH:20][C:19]([C:22]2[CH:27]=[CH:26][CH:25]=[CH:24][CH:23]=2)=[CH:18][CH:17]=1)=[O:15])[CH2:6][CH2:7][C:8]([O:10]CC)=[O:9])C.CO.[OH-].[Na+]. The yield is 0.890. The catalyst is C1COCC1. (4) The product is [CH2:11]([O:13][C:14](=[O:28])[CH2:15][CH2:16][N:17]1[C:25]2[C:20](=[CH:21][CH:22]=[CH:23][CH:24]=2)[C:19]([CH:26]=[C:3]2[C:4]3[C:9](=[CH:8][CH:7]=[CH:6][CH:5]=3)[NH:1][C:2]2=[O:10])=[CH:18]1)[CH3:12]. The reactants are [NH:1]1[C:9]2[C:4](=[CH:5][CH:6]=[CH:7][CH:8]=2)[CH2:3][C:2]1=[O:10].[CH2:11]([O:13][C:14](=[O:28])[CH2:15][CH2:16][N:17]1[C:25]2[C:20](=[CH:21][CH:22]=[CH:23][CH:24]=2)[C:19]([CH:26]=O)=[CH:18]1)[CH3:12]. The yield is 0.880. The catalyst is N1CCCCC1. (5) The reactants are [CH:1]1[C:6]2[NH:7][CH2:8][CH2:9][CH2:10][O:11][C:5]=2[CH:4]=[C:3]([NH2:12])[CH:2]=1.Cl[C:14]1[N:19]=[C:18]([NH:20][C:21]2[C:30]([F:31])=[CH:29][CH:28]=[CH:27][C:22]=2[C:23]([NH:25][CH3:26])=[O:24])[C:17]([Cl:32])=[CH:16][N:15]=1.C12(CS(O)(=O)=O)C(C)(C)C(CC1)CC2=O. The catalyst is C(O)(C)C. The product is [Cl:32][C:17]1[C:18]([NH:20][C:21]2[C:30]([F:31])=[CH:29][CH:28]=[CH:27][C:22]=2[C:23]([NH:25][CH3:26])=[O:24])=[N:19][C:14]([NH:12][C:3]2[CH:2]=[CH:1][C:6]3[NH:7][CH2:8][CH2:9][CH2:10][O:11][C:5]=3[CH:4]=2)=[N:15][CH:16]=1. The yield is 0.0900. (6) The reactants are [H-].[Na+].[NH2:3][C:4]1[CH:5]=[C:6]([SH:10])[CH:7]=[CH:8][CH:9]=1.Cl[C:12]1[C:21]2[C:16](=[CH:17][C:18]([O:24][CH2:25][CH2:26][O:27][CH3:28])=[C:19]([O:22][CH3:23])[CH:20]=2)[N:15]=[CH:14][N:13]=1. The catalyst is O1CCCC1. The product is [CH3:23][O:22][C:19]1[CH:20]=[C:21]2[C:16](=[CH:17][C:18]=1[O:24][CH2:25][CH2:26][O:27][CH3:28])[N:15]=[CH:14][N:13]=[C:12]2[S:10][C:6]1[CH:5]=[C:4]([CH:9]=[CH:8][CH:7]=1)[NH2:3]. The yield is 0.490.